This data is from Forward reaction prediction with 1.9M reactions from USPTO patents (1976-2016). The task is: Predict the product of the given reaction. (1) The product is: [C:25](=[O:31])([O-:33])[O-:26].[NH2:24][C@H:3]1[CH2:4][C:5]2([CH2:11][CH2:10][N:9]([C:12]3[C:21]4[C:16](=[CH:17][CH:18]=[C:19]([O:22][CH3:23])[N:20]=4)[N:15]=[CH:14][CH:13]=3)[CH2:8][CH2:7]2)[CH2:6][C@H:2]1[OH:1]. Given the reactants [OH:1][C@@H:2]1[CH2:6][C:5]2([CH2:11][CH2:10][N:9]([C:12]3[C:21]4[C:16](=[CH:17][CH:18]=[C:19]([O:22][CH3:23])[N:20]=4)[N:15]=[CH:14][CH:13]=3)[CH2:8][CH2:7]2)[CH2:4][C@@H:3]1[NH:24][C:25](=[O:31])[O:26]C(C)(C)C.Cl.[O:33]1CCOCC1, predict the reaction product. (2) Given the reactants C(N(CC)CC)C.[CH:8]([C:10]1[C:18]2[C:13](=[CH:14][CH:15]=[CH:16][CH:17]=2)[N:12](C(OC(C)(C)C)=O)[CH:11]=1)=[O:9].[CH3:26][O:27][C:28]1[CH:33]=[C:32]([N:34]=[CH:35][C:36]2[N:37]=[CH:38][S:39][CH:40]=2)[CH:31]=[CH:30][N:29]=1, predict the reaction product. The product is: [NH:12]1[C:13]2[C:18](=[CH:17][CH:16]=[CH:15][CH:14]=2)[C:10]([C:8](=[O:9])[CH:35]([NH:34][C:32]2[CH:31]=[CH:30][N:29]=[C:28]([O:27][CH3:26])[CH:33]=2)[C:36]2[N:37]=[CH:38][S:39][CH:40]=2)=[CH:11]1. (3) Given the reactants Br[C:2]1[CH:3]=[C:4]2[C:8](=[CH:9][CH:10]=1)[C:7](=[O:11])[CH2:6][CH2:5]2.C(N(CC)CC)C.C1(P(C2C=CC=CC=2)CCCP(C2C=CC=CC=2)C2C=CC=CC=2)C=CC=CC=1.[C]=O.OC[C:52]1([O:61][CH2:60][C@@H](O)[C@@H](O)[C@H]1O)[OH:53], predict the reaction product. The product is: [O:11]=[C:7]1[C:8]2[C:4](=[CH:3][C:2]([C:52]([O:61][CH3:60])=[O:53])=[CH:10][CH:9]=2)[CH2:5][CH2:6]1.